From a dataset of Forward reaction prediction with 1.9M reactions from USPTO patents (1976-2016). Predict the product of the given reaction. Given the reactants [F:1][C:2]1[CH:7]=[CH:6][C:5]([C@H:8]([OH:15])[CH2:9][CH2:10][C:11](OC)=[O:12])=[CH:4][C:3]=1[CH3:16], predict the reaction product. The product is: [F:1][C:2]1[CH:7]=[CH:6][C:5]([C@@H:8]2[O:15][C:11](=[O:12])[CH2:10][CH2:9]2)=[CH:4][C:3]=1[CH3:16].